From a dataset of Full USPTO retrosynthesis dataset with 1.9M reactions from patents (1976-2016). Predict the reactants needed to synthesize the given product. (1) The reactants are: [C:1]([C:5]1[O:6][C:7](=[O:15])[C:8]2[CH:14]=[CH:13][CH:12]=[N:11][C:9]=2[N:10]=1)([CH3:4])([CH3:3])[CH3:2].O1CCC[CH2:17]1.C[Mg]Br.[Cl-].[NH4+]. Given the product [C:7]([C:8]1[C:9]([NH:10][C:5](=[O:6])[C:1]([CH3:4])([CH3:3])[CH3:2])=[N:11][CH:12]=[CH:13][CH:14]=1)(=[O:15])[CH3:17], predict the reactants needed to synthesize it. (2) Given the product [Br:1][C:2]1[C:7]([CH2:8][N:10]2[CH:14]=[CH:13][N:12]=[CH:11]2)=[CH:6][CH:5]=[CH:4][N:3]=1, predict the reactants needed to synthesize it. The reactants are: [Br:1][C:2]1[C:7]([CH2:8]Br)=[CH:6][CH:5]=[CH:4][N:3]=1.[NH:10]1[CH:14]=[CH:13][N:12]=[CH:11]1.C([O-])([O-])=O.[K+].[K+]. (3) Given the product [NH2:1][C:2]1[C:7]([C:8]([NH:10][CH3:11])=[O:9])=[C:6]([CH3:15])[C:5]([Br:13])=[CH:4][CH:3]=1, predict the reactants needed to synthesize it. The reactants are: [NH2:1][C:2]1[C:7]([C:8]([NH:10][CH3:11])=[O:9])=[C:6](F)[C:5]([Br:13])=[CH:4][CH:3]=1.F[C:15]1C2C(=O)OC(=O)NC=2C=CC=1.CC1C2C(=O)OC(=O)NC=2C=CC=1. (4) Given the product [Cl:25][C:20]1[CH:21]=[CH:22][CH:23]=[CH:24][C:19]=1[CH:18]=[CH:17][CH2:16][C:4]([CH2:1][C:2]#[CH:3])([C:5]([O:7][CH2:8][CH3:9])=[O:6])[C:10]([O:12][CH2:13][CH3:14])=[O:11], predict the reactants needed to synthesize it. The reactants are: [CH2:1]([CH:4]([C:10]([O:12][CH2:13][CH3:14])=[O:11])[C:5]([O:7][CH2:8][CH3:9])=[O:6])[C:2]#[CH:3].Br[CH2:16]/[CH:17]=[CH:18]/[C:19]1[CH:24]=[CH:23][CH:22]=[CH:21][C:20]=1[Cl:25].[H-].[Na+]. (5) Given the product [CH2:14]([O:16][C:17](=[O:27])[CH2:18][C:19]1[CH:24]=[CH:23][C:22]([O:25][CH2:37][CH:36]=[C:35]([C:32]2[CH:31]=[CH:30][C:29]([Br:28])=[CH:34][CH:33]=2)[C:39]2[CH:40]=[CH:41][C:42]([Br:45])=[CH:43][CH:44]=2)=[C:21]([Cl:26])[CH:20]=1)[CH3:15], predict the reactants needed to synthesize it. The reactants are: C(P(CCCC)CCCC)CCC.[CH2:14]([O:16][C:17](=[O:27])[CH2:18][C:19]1[CH:24]=[CH:23][C:22]([OH:25])=[C:21]([Cl:26])[CH:20]=1)[CH3:15].[Br:28][C:29]1[CH:34]=[CH:33][C:32]([C:35]([C:39]2[CH:44]=[CH:43][C:42]([Br:45])=[CH:41][CH:40]=2)=[CH:36][CH2:37]O)=[CH:31][CH:30]=1. (6) Given the product [CH3:1][O:2][N:3]=[C:4]1[C:12]2[C:7](=[CH:8][C:9]([CH:22]=[O:23])=[CH:10][CH:11]=2)[CH2:6][CH2:5]1, predict the reactants needed to synthesize it. The reactants are: [CH3:1][O:2][N:3]=[C:4]1[C:12]2[C:7](=[CH:8][C:9](Br)=[CH:10][CH:11]=2)[CH2:6][CH2:5]1.[Li]CCCC.CN([CH:22]=[O:23])C.